From a dataset of Reaction yield outcomes from USPTO patents with 853,638 reactions. Predict the reaction yield, written as a fraction of the theoretical maximum amount of product (1.0 means a 100% yield; for example, 0.34 means a 34% yield). The reactants are C(O)(C(F)(F)F)=O.C([O:12][C:13]([C@@H:15]1[CH2:19][CH2:18][CH2:17][N:16]1[CH2:20][C:21]1[C:30]([Cl:31])=[C:29]2[C:24]([C:25](=[O:46])[N:26]([CH2:33][C:34]3[CH:39]=[C:38]([Cl:40])[CH:37]=[CH:36][C:35]=3[S:41]([CH2:44][CH3:45])(=[O:43])=[O:42])[C:27](=[O:32])[NH:28]2)=[CH:23][C:22]=1[C:47]([F:50])([F:49])[F:48])=[O:14])(C)(C)C. The catalyst is C(Cl)Cl. The product is [Cl:31][C:30]1[C:21]([CH2:20][N:16]2[CH2:17][CH2:18][CH2:19][C@H:15]2[C:13]([OH:14])=[O:12])=[C:22]([C:47]([F:49])([F:48])[F:50])[CH:23]=[C:24]2[C:29]=1[NH:28][C:27](=[O:32])[N:26]([CH2:33][C:34]1[CH:39]=[C:38]([Cl:40])[CH:37]=[CH:36][C:35]=1[S:41]([CH2:44][CH3:45])(=[O:43])=[O:42])[C:25]2=[O:46]. The yield is 0.670.